Dataset: Peptide-MHC class II binding affinity with 134,281 pairs from IEDB. Task: Regression. Given a peptide amino acid sequence and an MHC pseudo amino acid sequence, predict their binding affinity value. This is MHC class II binding data. (1) The peptide sequence is VTRMAMTDTTPFGQQ. The MHC is DRB5_0101 with pseudo-sequence DRB5_0101. The binding affinity (normalized) is 0. (2) The peptide sequence is SVWPIRYWATGSVLL. The MHC is DRB1_1302 with pseudo-sequence DRB1_1302. The binding affinity (normalized) is 0.834. (3) The peptide sequence is GELQIEDKIDAAFKI. The MHC is DRB5_0101 with pseudo-sequence DRB5_0101. The binding affinity (normalized) is 0.633. (4) The peptide sequence is CPVVAAIITREIGFI. The MHC is DRB1_0101 with pseudo-sequence DRB1_0101. The binding affinity (normalized) is 0.613. (5) The peptide sequence is TAKAPGLVPKLDAAY. The MHC is HLA-DQA10104-DQB10503 with pseudo-sequence HLA-DQA10104-DQB10503. The binding affinity (normalized) is 0.104. (6) The peptide sequence is IITFKDKTDIHRLEP. The MHC is HLA-DQA10501-DQB10303 with pseudo-sequence HLA-DQA10501-DQB10303. The binding affinity (normalized) is 0.246. (7) The peptide sequence is AYSDDKSMKVTVAFN. The MHC is HLA-DQA10101-DQB10501 with pseudo-sequence HLA-DQA10101-DQB10501. The binding affinity (normalized) is 0.129. (8) The peptide sequence is SGGVWREMHHLVEFE. The MHC is DRB1_0901 with pseudo-sequence DRB1_0901. The binding affinity (normalized) is 0.318. (9) The peptide sequence is RLKGVTCRPLKHKVE. The MHC is DRB1_1101 with pseudo-sequence DRB1_1101. The binding affinity (normalized) is 0.609. (10) The peptide sequence is LLNEFNNLYADKVSV. The MHC is DRB1_0405 with pseudo-sequence DRB1_0405. The binding affinity (normalized) is 0.658.